This data is from Reaction yield outcomes from USPTO patents with 853,638 reactions. The task is: Predict the reaction yield, written as a fraction of the theoretical maximum amount of product (1.0 means a 100% yield; for example, 0.34 means a 34% yield). (1) The reactants are [ClH:1].[CH3:2][NH:3][CH2:4][C:5]1[CH:10]=[C:9]([N+:11]([O-])=O)[CH:8]=[CH:7][C:6]=1[O:14][CH3:15].[H][H]. The catalyst is C(O)C.[Pd]. The product is [ClH:1].[CH3:15][O:14][C:6]1[CH:7]=[CH:8][C:9]([NH2:11])=[CH:10][C:5]=1[CH2:4][NH:3][CH3:2]. The yield is 0.980. (2) The reactants are [CH3:1][O:2][C:3]1[CH:4]=[C:5]2[C:10](=[CH:11][C:12]=1[O:13][CH3:14])[N:9]=[CH:8][CH:7]=[C:6]2[S:15][C:16]1[CH:24]=[CH:23][C:22]([F:25])=[CH:21][C:17]=1[C:18]([OH:20])=[O:19].S(Cl)(Cl)=O.[CH2:30](O)[CH3:31]. No catalyst specified. The product is [CH3:1][O:2][C:3]1[CH:4]=[C:5]2[C:10](=[CH:11][C:12]=1[O:13][CH3:14])[N:9]=[CH:8][CH:7]=[C:6]2[S:15][C:16]1[CH:24]=[CH:23][C:22]([F:25])=[CH:21][C:17]=1[C:18]([O:20][CH2:30][CH3:31])=[O:19]. The yield is 0.840.